From a dataset of Full USPTO retrosynthesis dataset with 1.9M reactions from patents (1976-2016). Predict the reactants needed to synthesize the given product. (1) The reactants are: [C:1]([Si:5]([CH3:33])([CH3:32])[O:6][C@H:7]1[CH2:11][CH2:10][C@H:9]([N:12]2[C:17]3=[N:18][C:19](Cl)=[N:20][CH:21]=[C:16]3[CH2:15][N:14]([C:23]3[CH:28]=[CH:27][C:26]([CH2:29][CH3:30])=[CH:25][CH:24]=3)[C:13]2=[O:31])[CH2:8]1)([CH3:4])([CH3:3])[CH3:2].[F:34][C:35]1[CH:41]=[CH:40][C:38]([NH2:39])=[CH:37][CH:36]=1.O.C1(C)C=CC(S(O)(=O)=O)=CC=1. Given the product [C:1]([Si:5]([CH3:33])([CH3:32])[O:6][C@H:7]1[CH2:11][CH2:10][C@H:9]([N:12]2[C:17]3=[N:18][C:19]([NH:39][C:38]4[CH:40]=[CH:41][C:35]([F:34])=[CH:36][CH:37]=4)=[N:20][CH:21]=[C:16]3[CH2:15][N:14]([C:23]3[CH:28]=[CH:27][C:26]([CH2:29][CH3:30])=[CH:25][CH:24]=3)[C:13]2=[O:31])[CH2:8]1)([CH3:4])([CH3:3])[CH3:2], predict the reactants needed to synthesize it. (2) Given the product [O:2]1[C:6]2=[CH:7][N:8]=[CH:9][CH:10]=[C:5]2[C:4]([NH:30][C:26]2[CH:25]=[C:24]3[C:29](=[CH:28][CH:27]=2)[C:21](=[N:20][OH:19])[CH2:22][CH2:23]3)=[CH:3]1, predict the reactants needed to synthesize it. The reactants are: Cl.[O:2]1[C:6]2=[CH:7][N:8]=[CH:9][CH:10]=[C:5]2[C:4](=O)[CH2:3]1.[Si]([O:19][N:20]=[C:21]1[C:29]2[C:24](=[CH:25][C:26]([NH2:30])=[CH:27][CH:28]=2)[CH2:23][CH2:22]1)(C(C)(C)C)(C)C.C(N(CC)CC)C. (3) Given the product [Cl:3][C@H:4]1[C@H:8]([CH2:9][CH2:10][CH2:11][C:12]2[S:16][C:15]([C:17]([OH:19])=[O:18])=[CH:14][CH:13]=2)[C@@H:7](/[CH:21]=[CH:22]/[C@@H:23]([OH:31])[CH2:24][CH2:25][CH2:26][CH2:27][C@H:28]([OH:30])[CH3:29])[C@H:6]([OH:32])[CH2:5]1, predict the reactants needed to synthesize it. The reactants are: [OH-].[Li+].[Cl:3][C@H:4]1[C@H:8]([CH2:9][CH2:10][CH2:11][C:12]2[S:16][C:15]([C:17]([O:19]C)=[O:18])=[CH:14][CH:13]=2)[C@@H:7](/[CH:21]=[CH:22]/[C@@H:23]([OH:31])[CH2:24][CH2:25][CH2:26][CH2:27][C@H:28]([OH:30])[CH3:29])[C@H:6]([OH:32])[CH2:5]1.Cl.